Dataset: Full USPTO retrosynthesis dataset with 1.9M reactions from patents (1976-2016). Task: Predict the reactants needed to synthesize the given product. (1) Given the product [O:22]=[C:20]1[NH:19][C:15]2=[N:16][CH:17]=[CH:18][C:13]([O:12][C:5]3[C:6]4[C:11](=[CH:10][CH:9]=[CH:8][CH:7]=4)[C:2]([NH:1][C:24]([NH:23][C:26]4[CH:31]=[CH:30][CH:29]=[C:28]([C:32]([F:33])([F:34])[F:35])[CH:27]=4)=[O:25])=[CH:3][CH:4]=3)=[C:14]2[NH:21]1, predict the reactants needed to synthesize it. The reactants are: [NH2:1][C:2]1[C:11]2[C:6](=[CH:7][CH:8]=[CH:9][CH:10]=2)[C:5]([O:12][C:13]2[CH:18]=[CH:17][N:16]=[C:15]3[NH:19][C:20](=[O:22])[NH:21][C:14]=23)=[CH:4][CH:3]=1.[N:23]([C:26]1[CH:31]=[CH:30][CH:29]=[C:28]([C:32]([F:35])([F:34])[F:33])[CH:27]=1)=[C:24]=[O:25]. (2) Given the product [CH3:31][S:28]([N:25]1[CH2:24][CH2:23][N:22]([C:20]([N:11]2[CH2:12][CH:13]([C:14]3[CH:19]=[CH:18][CH:17]=[CH:16][CH:15]=3)[CH:9]([NH:7][CH3:6])[CH2:10]2)=[O:21])[CH2:27][CH2:26]1)(=[O:30])=[O:29], predict the reactants needed to synthesize it. The reactants are: C(O[C:6](=O)[N:7]([CH:9]1[CH:13]([C:14]2[CH:19]=[CH:18][CH:17]=[CH:16][CH:15]=2)[CH2:12][N:11]([C:20]([N:22]2[CH2:27][CH2:26][N:25]([S:28]([CH3:31])(=[O:30])=[O:29])[CH2:24][CH2:23]2)=[O:21])[CH2:10]1)C)(C)(C)C.C(O)(C(F)(F)F)=O.C([O-])(O)=O.[Na+].